Dataset: Full USPTO retrosynthesis dataset with 1.9M reactions from patents (1976-2016). Task: Predict the reactants needed to synthesize the given product. (1) Given the product [F:15][C:12]1[CH:13]=[CH:14][C:9]([N:8]2[CH:2]([CH3:16])[CH2:3][CH2:4][NH:5][C:6]2=[O:7])=[CH:10][CH:11]=1, predict the reactants needed to synthesize it. The reactants are: Br[CH:2]([CH3:16])[CH2:3][CH2:4][NH:5][C:6]([NH:8][C:9]1[CH:14]=[CH:13][C:12]([F:15])=[CH:11][CH:10]=1)=[O:7].CC(C)([O-])C.[K+]. (2) The reactants are: Cl[CH:2]([F:4])[F:3].[OH:5][C:6]1[CH:13]=[CH:12][CH:11]=[C:10]([F:14])[C:7]=1[C:8]#[N:9].[OH-].[Na+].C(=O)=O. Given the product [F:3][CH:2]([F:4])[O:5][C:6]1[CH:13]=[CH:12][CH:11]=[C:10]([F:14])[C:7]=1[C:8]#[N:9], predict the reactants needed to synthesize it. (3) Given the product [C:22]([C:19]1[CH:20]=[CH:21][C:16]([NH:8][CH2:7][CH2:6][C:5]([O:4][CH2:2][CH3:3])=[O:9])=[CH:17][CH:18]=1)([CH3:25])([CH3:24])[CH3:23], predict the reactants needed to synthesize it. The reactants are: Cl.[CH2:2]([O:4][C:5](=[O:9])[CH2:6][CH2:7][NH2:8])[CH3:3].FC(F)(F)S(O[C:16]1[CH:21]=[CH:20][C:19]([C:22]([CH3:25])([CH3:24])[CH3:23])=[CH:18][CH:17]=1)(=O)=O.CC(C1C=C(C(C)C)C(C2C=CC=CC=2P(C2CCCCC2)C2CCCCC2)=C(C(C)C)C=1)C.C(N(C(C)C)CC)(C)C.C(=O)([O-])[O-].[Cs+].[Cs+]. (4) Given the product [CH2:1]([O:8][CH2:9][CH2:10][O:11][C:12]1[CH:20]=[C:19]2[C:15]([C:16]([NH:21][C:22](=[O:30])[C:23]3[CH:28]=[CH:27][C:26]([N:36]4[CH2:37][CH2:38][CH:33]([N:32]([CH3:39])[CH3:31])[CH2:34][CH2:35]4)=[CH:25][CH:24]=3)=[N:17][NH:18]2)=[CH:14][CH:13]=1)[C:2]1[CH:7]=[CH:6][CH:5]=[CH:4][CH:3]=1, predict the reactants needed to synthesize it. The reactants are: [CH2:1]([O:8][CH2:9][CH2:10][O:11][C:12]1[CH:20]=[C:19]2[C:15]([C:16]([NH:21][C:22](=[O:30])[C:23]3[CH:28]=[CH:27][C:26](Br)=[CH:25][CH:24]=3)=[N:17][NH:18]2)=[CH:14][CH:13]=1)[C:2]1[CH:7]=[CH:6][CH:5]=[CH:4][CH:3]=1.[CH3:31][N:32]([CH3:39])[CH:33]1[CH2:38][CH2:37][NH:36][CH2:35][CH2:34]1.[Li+].C[Si]([N-][Si](C)(C)C)(C)C.O. (5) Given the product [Br:8][C:5]1[CH:6]=[CH:7][C:2]([C:22]2([OH:24])[CH2:23][S:20][CH2:21]2)=[N:3][CH:4]=1, predict the reactants needed to synthesize it. The reactants are: Br[C:2]1[CH:7]=[CH:6][C:5]([Br:8])=[CH:4][N:3]=1.C([Li])CCC.CCCCCC.[S:20]1[CH2:23][C:22](=[O:24])[CH2:21]1.